From a dataset of Full USPTO retrosynthesis dataset with 1.9M reactions from patents (1976-2016). Predict the reactants needed to synthesize the given product. (1) The reactants are: [CH:1]1([C:4]2[C:9]([CH2:10]O)=[CH:8][CH:7]=[C:6]([C:12]([F:15])([F:14])[F:13])[N:5]=2)[CH2:3][CH2:2]1.S(Cl)([Cl:18])=O. Given the product [Cl:18][CH2:10][C:9]1[C:4]([CH:1]2[CH2:3][CH2:2]2)=[N:5][C:6]([C:12]([F:15])([F:14])[F:13])=[CH:7][CH:8]=1, predict the reactants needed to synthesize it. (2) Given the product [C:1]([O:5][C:6]([NH:8][C@H:9]([CH3:33])[C:10]([NH:12][C@@H:13]([CH2:24][C:25]1[CH:30]=[CH:29][C:28]([O:31][CH3:32])=[CH:27][CH:26]=1)[C:14]([OH:16])=[O:15])=[O:11])=[O:7])([CH3:3])([CH3:4])[CH3:2], predict the reactants needed to synthesize it. The reactants are: [C:1]([O:5][C:6]([NH:8][C@H:9]([CH3:33])[C:10]([NH:12][C@@H:13]([CH2:24][C:25]1[CH:30]=[CH:29][C:28]([O:31][CH3:32])=[CH:27][CH:26]=1)[C:14]([O:16]CC1C=CC=CC=1)=[O:15])=[O:11])=[O:7])([CH3:4])([CH3:3])[CH3:2]. (3) Given the product [CH3:15][O:16][C:17]1[CH:25]=[CH:24][CH:23]=[CH:22][C:18]=1[CH2:19][CH2:20][N:12]1[CH2:11][CH2:10][CH:9]([CH2:1][CH2:2][C:3]2[CH:8]=[CH:7][CH:6]=[CH:5][CH:4]=2)[CH2:14][CH2:13]1, predict the reactants needed to synthesize it. The reactants are: [CH2:1]([CH:9]1[CH2:14][CH2:13][NH:12][CH2:11][CH2:10]1)[CH2:2][C:3]1[CH:8]=[CH:7][CH:6]=[CH:5][CH:4]=1.[CH3:15][O:16][C:17]1[CH:25]=[CH:24][CH:23]=[CH:22][C:18]=1[CH2:19][CH2:20]Br.C([O-])([O-])=O.[K+].[K+]. (4) The reactants are: Br[CH2:2][C:3]1[CH:12]=[C:11]2[C:6]([CH:7]=[C:8]([C:17]([O:19][CH2:20][CH3:21])=[O:18])[CH:9]([C:13]([F:16])([F:15])[F:14])[O:10]2)=[CH:5][C:4]=1[Cl:22].[CH:23]([C:25]1[CH:30]=[CH:29][C:28](B(O)O)=[CH:27][CH:26]=1)=[O:24].C([O-])([O-])=O.[Na+].[Na+]. Given the product [Cl:22][C:4]1[C:3](=[CH:2][C:28]2[CH:29]=[CH:30][C:25]([CH:23]=[O:24])=[CH:26][CH:27]=2)[CH:12]=[C:11]2[C:6](=[CH:7][CH:8]([C:17]([O:19][CH2:20][CH3:21])=[O:18])[CH:9]([C:13]([F:16])([F:15])[F:14])[O:10]2)[CH:5]=1, predict the reactants needed to synthesize it. (5) Given the product [Br:1][C:2]1[CH:3]=[CH:4][C:5]([C:6]([C@@H:8]2[CH2:12][CH2:11][CH2:10][C@H:9]2[C:13]([OH:15])=[O:14])=[O:7])=[CH:17][CH:18]=1, predict the reactants needed to synthesize it. The reactants are: [Br:1][C:2]1[CH:18]=[CH:17][C:5]([C:6]([C@H:8]2[CH2:12][CH2:11][CH2:10][C@H:9]2[C:13]([O:15]C)=[O:14])=[O:7])=[CH:4][CH:3]=1. (6) The reactants are: [CH2:1]([C:8]#[N:9])[C:2]1[CH:7]=[CH:6][CH:5]=[CH:4][CH:3]=1.[H-].[Na+].Br[C:13]([CH3:19])([CH3:18])[C:14]([O:16][CH3:17])=[O:15].C([O-])(O)=O.[Na+]. Given the product [CH3:17][O:16][C:14](=[O:15])[C:13]([CH3:19])([CH3:18])[CH:1]([C:8]#[N:9])[C:2]1[CH:7]=[CH:6][CH:5]=[CH:4][CH:3]=1, predict the reactants needed to synthesize it. (7) Given the product [Br:1][C:2]1[CH:7]=[C:6]2[NH:8][CH2:9][C:10]3([CH2:14][CH2:13][N:12]([CH3:15])[CH2:11]3)[C:5]2=[CH:4][CH:3]=1, predict the reactants needed to synthesize it. The reactants are: [Br:1][C:2]1[CH:7]=[C:6]2[NH:8][C:9](=O)[C:10]3([CH2:14][CH2:13][N:12]([CH3:15])[CH2:11]3)[C:5]2=[CH:4][CH:3]=1.COCCO[AlH2-]OCCOC.[Na+]. (8) Given the product [Br:1][C:2]1[C:3]([C:9]2[C:17]3[C:12](=[CH:13][CH:14]=[CH:15][CH:16]=3)[N:11]([S:27]([C:24]3[CH:25]=[CH:26][C:21]([CH3:20])=[CH:22][CH:23]=3)(=[O:29])=[O:28])[CH:10]=2)=[N:4][C:5]([Cl:8])=[N:6][CH:7]=1, predict the reactants needed to synthesize it. The reactants are: [Br:1][C:2]1[C:3]([C:9]2[C:17]3[C:12](=[CH:13][CH:14]=[CH:15][CH:16]=3)[NH:11][CH:10]=2)=[N:4][C:5]([Cl:8])=[N:6][CH:7]=1.[H-].[Na+].[CH3:20][C:21]1[CH:26]=[CH:25][C:24]([S:27](Cl)(=[O:29])=[O:28])=[CH:23][CH:22]=1.O. (9) The reactants are: [Cl:1][C:2]1[CH:3]=[CH:4][C:5]([C:37]#[N:38])=[C:6]([C:8]2[C:13]([C:14]([F:17])([F:16])[F:15])=[CH:12][N:11]([CH:18]([CH3:35])[C:19]([NH:21][C:22]3[CH:34]=[CH:33][C:25]([C:26]([O:28]C(C)(C)C)=[O:27])=[CH:24][CH:23]=3)=[O:20])[C:10](=[O:36])[CH:9]=2)[CH:7]=1.C(O)(C(F)(F)F)=O. Given the product [Cl:1][C:2]1[CH:3]=[CH:4][C:5]([C:37]#[N:38])=[C:6]([C:8]2[C:13]([C:14]([F:17])([F:15])[F:16])=[CH:12][N:11]([CH:18]([CH3:35])[C:19]([NH:21][C:22]3[CH:23]=[CH:24][C:25]([C:26]([OH:28])=[O:27])=[CH:33][CH:34]=3)=[O:20])[C:10](=[O:36])[CH:9]=2)[CH:7]=1, predict the reactants needed to synthesize it. (10) The reactants are: [C:1]([C:3]1[CH:4]=[C:5]2[C:10](=[CH:11][CH:12]=1)[N:9]=[C:8]([C:13]([NH:15][CH2:16][C:17]1[CH:18]=[C:19]([CH2:23][NH:24]C(=O)OC(C)(C)C)[CH:20]=[CH:21][CH:22]=1)=[O:14])[NH:7][C:6]2=[O:32])#[N:2].[ClH:33].C(OCC)(=O)C. Given the product [ClH:33].[NH2:24][CH2:23][C:19]1[CH:18]=[C:17]([CH2:16][NH:15][C:13]([C:8]2[NH:7][C:6](=[O:32])[C:5]3[C:10](=[CH:11][CH:12]=[C:3]([C:1]#[N:2])[CH:4]=3)[N:9]=2)=[O:14])[CH:22]=[CH:21][CH:20]=1, predict the reactants needed to synthesize it.